From a dataset of Full USPTO retrosynthesis dataset with 1.9M reactions from patents (1976-2016). Predict the reactants needed to synthesize the given product. (1) The reactants are: CN(C)C=[O:4].Cl[CH2:7][CH2:8][CH2:9][O:10][C:11]1[CH:20]=[C:19]2[C:14]([C:15]([O:21][C:22]3[C:23]([CH3:32])=[N:24][C:25]4[C:30]([CH:31]=3)=[CH:29][CH:28]=[CH:27][CH:26]=4)=[CH:16][CH:17]=[N:18]2)=[CH:13][C:12]=1[O:33][CH3:34].C(=O)([O-])[O-].[K+].[K+]. Given the product [CH3:34][O:33][C:12]1[CH:13]=[C:14]2[C:19](=[CH:20][C:11]=1[O:10][CH2:9][CH2:8][CH2:7][OH:4])[N:18]=[CH:17][CH:16]=[C:15]2[O:21][C:22]1[C:23]([CH3:32])=[N:24][C:25]2[C:30]([CH:31]=1)=[CH:29][CH:28]=[CH:27][CH:26]=2, predict the reactants needed to synthesize it. (2) Given the product [C:1]([O:6][C@H:7]1[CH2:31][CH2:30][C@@:29]2([CH3:32])[C@@:9]([OH:34])([C@H:10]([NH:35][CH2:36][CH2:37][C:38]3[N:42]=[CH:41][NH:40][CH:39]=3)[CH2:11][C@@H:12]3[C@@H:28]2[CH2:27][CH2:26][C@@:25]2([CH3:33])[C@H:13]3[CH2:14][CH2:15][C@@H:16]2[C@H:17]([CH3:24])[CH2:18][CH2:19][CH2:20][CH:21]([CH3:23])[CH3:22])[CH2:8]1)(=[O:5])[CH2:2][CH2:3][CH3:4], predict the reactants needed to synthesize it. The reactants are: [C:1]([O:6][C@H:7]1[CH2:31][CH2:30][C@@:29]2([CH3:32])[C:9]3([O:34][C@H:10]3[CH2:11][C@@H:12]3[C@@H:28]2[CH2:27][CH2:26][C@@:25]2([CH3:33])[C@H:13]3[CH2:14][CH2:15][C@@H:16]2[C@H:17]([CH3:24])[CH2:18][CH2:19][CH2:20][CH:21]([CH3:23])[CH3:22])[CH2:8]1)(=[O:5])[CH2:2][CH2:3][CH3:4].[NH2:35][CH2:36][CH2:37][C:38]1[N:42]=[CH:41][NH:40][CH:39]=1.C(O)CCC. (3) Given the product [CH2:11]([N:8]1[C:7]([CH2:13][N:14]2[CH2:19][CH2:18][CH:17]([N:20]3[CH2:24][CH2:23][CH2:22][C:21]3=[O:25])[CH2:16][CH2:15]2)=[N:6][C:5]2[C:9]1=[N:10][C:2]([N:39]1[C:47]3[C:42](=[CH:43][C:44]([F:48])=[CH:45][CH:46]=3)[CH:41]=[CH:40]1)=[N:3][C:4]=2[N:26]1[CH2:27][CH2:28][O:29][CH2:30][CH2:31]1)[CH3:12], predict the reactants needed to synthesize it. The reactants are: Cl[C:2]1[N:10]=[C:9]2[C:5]([N:6]=[C:7]([CH2:13][N:14]3[CH2:19][CH2:18][CH:17]([N:20]4[CH2:24][CH2:23][CH2:22][C:21]4=[O:25])[CH2:16][CH2:15]3)[N:8]2[CH2:11][CH3:12])=[C:4]([N:26]2[CH2:31][CH2:30][O:29][CH2:28][CH2:27]2)[N:3]=1.[Si]([N:39]1[C:47]2[C:42](=[C:43](B(O)O)[C:44]([F:48])=[CH:45][CH:46]=2)[CH:41]=[CH:40]1)(C(C)(C)C)(C)C.C(=O)([O-])[O-].[Cs+].[Cs+]. (4) Given the product [Cl:18][C:19]1[CH:24]=[CH:23][C:22]([C:25]2[CH2:30][CH2:29][N:28]([CH2:2][C:3]3[CH:12]=[N:11][C:10]4[N:9]([CH:13]([CH3:15])[CH3:14])[C@@H:8]([CH3:16])[C:7](=[O:17])[NH:6][C:5]=4[CH:4]=3)[CH2:27][CH:26]=2)=[CH:21][CH:20]=1, predict the reactants needed to synthesize it. The reactants are: O[CH2:2][C:3]1[CH:12]=[N:11][C:10]2[N:9]([CH:13]([CH3:15])[CH3:14])[C@@H:8]([CH3:16])[C:7](=[O:17])[NH:6][C:5]=2[CH:4]=1.[Cl:18][C:19]1[CH:24]=[CH:23][C:22]([C:25]2[CH2:26][CH2:27][NH:28][CH2:29][CH:30]=2)=[CH:21][CH:20]=1. (5) The reactants are: [N:1]1([C:7]2[CH:15]=[CH:14][C:10]([C:11]([OH:13])=[O:12])=[CH:9][CH:8]=2)[CH2:6][CH2:5][O:4][CH2:3][CH2:2]1.C(=O)([O-])[O-].[Pb+2].[I-].[C:22]1([S+:28]([C:35]2[CH:40]=[CH:39][CH:38]=[CH:37][CH:36]=2)[C:29]2[CH:34]=[CH:33][CH:32]=[CH:31][CH:30]=2)[CH:27]=[CH:26][CH:25]=[CH:24][CH:23]=1. Given the product [N:1]1([C:7]2[CH:8]=[CH:9][C:10]([C:11]([O-:13])=[O:12])=[CH:14][CH:15]=2)[CH2:2][CH2:3][O:4][CH2:5][CH2:6]1.[C:35]1([S+:28]([C:22]2[CH:23]=[CH:24][CH:25]=[CH:26][CH:27]=2)[C:29]2[CH:34]=[CH:33][CH:32]=[CH:31][CH:30]=2)[CH:36]=[CH:37][CH:38]=[CH:39][CH:40]=1, predict the reactants needed to synthesize it. (6) The reactants are: [CH3:1][CH:2]([O:9][CH2:10][CH2:11][CH2:12][CH2:13][CH:14]1OCC[O:15]1)[CH2:3][CH2:4][CH2:5][CH:6]([CH3:8])[CH3:7].C(O)(=O)C.O1CCCC1.C(=O)([O-])[O-].[Na+].[Na+]. Given the product [CH3:1][CH:2]([O:9][CH2:10][CH2:11][CH2:12][CH2:13][CH:14]=[O:15])[CH2:3][CH2:4][CH2:5][CH:6]([CH3:7])[CH3:8], predict the reactants needed to synthesize it.